This data is from Catalyst prediction with 721,799 reactions and 888 catalyst types from USPTO. The task is: Predict which catalyst facilitates the given reaction. (1) Reactant: [CH:1]1(B(O)O)[CH2:3][CH2:2]1.C1(P(C2CCCCC2)C2C=CC=CC=2C2C(OC)=CC=CC=2OC)CCCCC1.C(=O)([O-])[O-].[Na+].[Na+].Br[C:43]1[C:48]([C:49]2[CH:54]=[CH:53][C:52]([F:55])=[CH:51][CH:50]=2)=[C:47]([F:56])[C:46]([O:57][CH3:58])=[C:45]([CH:59]=[O:60])[CH:44]=1. Product: [CH:1]1([C:43]2[C:48]([C:49]3[CH:50]=[CH:51][C:52]([F:55])=[CH:53][CH:54]=3)=[C:47]([F:56])[C:46]([O:57][CH3:58])=[C:45]([CH:59]=[O:60])[CH:44]=2)[CH2:3][CH2:2]1. The catalyst class is: 720. (2) Reactant: [CH2:1]([O:3][C:4]1[CH:5]=[N:6][C:7]([C:10]2[CH:15]=[CH:14][CH:13]=[C:12](B3OC(C)(C)C(C)(C)O3)[CH:11]=2)=[N:8][CH:9]=1)[CH3:2].Cl[CH2:26][C:27]1[C:32](=[O:33])[CH:31]=[CH:30][N:29]([C:34]2[CH:35]=[N:36][N:37]([CH3:39])[CH:38]=2)[N:28]=1.[O-]P([O-])([O-])=O.[K+].[K+].[K+].O. Product: [CH2:1]([O:3][C:4]1[CH:9]=[N:8][C:7]([C:10]2[CH:11]=[C:12]([CH:13]=[CH:14][CH:15]=2)[CH2:26][C:27]2[C:32](=[O:33])[CH:31]=[CH:30][N:29]([C:34]3[CH:35]=[N:36][N:37]([CH3:39])[CH:38]=3)[N:28]=2)=[N:6][CH:5]=1)[CH3:2]. The catalyst class is: 57. (3) Reactant: [N+:1]([C:4]1[CH:9]=[CH:8][C:7]([C:10]2([CH3:24])[C:19](=[O:20])[C:18]3[C:13](=[CH:14][C:15](Cl)=[CH:16][C:17]=3[Cl:21])[NH:12][C:11]2=[O:23])=[CH:6][CH:5]=1)([O-:3])=[O:2].[CH3:25][N:26]1[CH2:31][CH2:30][NH:29][CH2:28][CH2:27]1. Product: [Cl:21][C:17]1[CH:16]=[C:15]([N:29]2[CH2:30][CH2:31][N:26]([CH3:25])[CH2:27][CH2:28]2)[CH:14]=[C:13]2[C:18]=1[C:19](=[O:20])[C:10]([CH3:24])([C:7]1[CH:6]=[CH:5][C:4]([N+:1]([O-:3])=[O:2])=[CH:9][CH:8]=1)[C:11](=[O:23])[NH:12]2. The catalyst class is: 17.